From a dataset of Peptide-MHC class I binding affinity with 185,985 pairs from IEDB/IMGT. Regression. Given a peptide amino acid sequence and an MHC pseudo amino acid sequence, predict their binding affinity value. This is MHC class I binding data. (1) The binding affinity (normalized) is 0.653. The MHC is HLA-B07:02 with pseudo-sequence HLA-B07:02. The peptide sequence is SPVIVNGAM. (2) The peptide sequence is IISTNTLGK. The MHC is HLA-B35:01 with pseudo-sequence HLA-B35:01. The binding affinity (normalized) is 0.0847.